Dataset: Full USPTO retrosynthesis dataset with 1.9M reactions from patents (1976-2016). Task: Predict the reactants needed to synthesize the given product. Given the product [CH2:1]([O:8][C:9]1[C:10](=[O:18])[CH:11]=[C:12]([CH:15]([F:17])[F:16])[NH:20][CH:14]=1)[C:2]1[CH:7]=[CH:6][CH:5]=[CH:4][CH:3]=1, predict the reactants needed to synthesize it. The reactants are: [CH2:1]([O:8][C:9]1[C:10](=[O:18])[CH:11]=[C:12]([CH:15]([F:17])[F:16])O[CH:14]=1)[C:2]1[CH:7]=[CH:6][CH:5]=[CH:4][CH:3]=1.[OH-].[NH4+:20].C(Cl)Cl.CCOC(C)=O.